Dataset: Reaction yield outcomes from USPTO patents with 853,638 reactions. Task: Predict the reaction yield, written as a fraction of the theoretical maximum amount of product (1.0 means a 100% yield; for example, 0.34 means a 34% yield). (1) The reactants are [F:1][C:2]1[C:7]([O:8][C:9]([F:12])([F:11])[F:10])=[CH:6][CH:5]=[CH:4][C:3]=1[C:13]1[CH2:14][CH2:15][N:16]([CH2:19][CH2:20][CH3:21])[CH2:17][CH:18]=1.Cl. The catalyst is [Pd].CO. The product is [F:1][C:2]1[C:7]([O:8][C:9]([F:10])([F:11])[F:12])=[CH:6][CH:5]=[CH:4][C:3]=1[CH:13]1[CH2:14][CH2:15][N:16]([CH2:19][CH2:20][CH3:21])[CH2:17][CH2:18]1. The yield is 0.400. (2) The reactants are [NH2:1][C:2]1[O:3][CH2:4][C:5]2([N:30]=1)[C:14]1([CH2:17][O:16][CH2:15]1)[C:13]([CH3:19])([CH3:18])[O:12][C:11]1[C:6]2=[CH:7][C:8]([NH:20][C:21]([C:23]2[CH:28]=[CH:27][C:26]([Cl:29])=[CH:25][N:24]=2)=[O:22])=[CH:9][CH:10]=1.C(=O)=O. No catalyst specified. The product is [NH2:1][C:2]1[O:3][CH2:4][C@:5]2([N:30]=1)[C:14]1([CH2:15][O:16][CH2:17]1)[C:13]([CH3:18])([CH3:19])[O:12][C:11]1[C:6]2=[CH:7][C:8]([NH:20][C:21]([C:23]2[CH:28]=[CH:27][C:26]([Cl:29])=[CH:25][N:24]=2)=[O:22])=[CH:9][CH:10]=1. The yield is 0.440. (3) The reactants are [O:1]1[CH2:6][CH2:5][CH2:4][CH2:3][CH:2]1[O:7][CH:8]1[CH2:11][CH:10]([CH2:12][CH2:13][OH:14])[CH2:9]1.C1(P(C2C=CC=CC=2)C2C=CC=CC=2)C=CC=CC=1.[Br:34][C:35]1[CH:40]=[CH:39][C:38](O)=[CH:37][CH:36]=1.CCOC(/N=N/C(OCC)=O)=O. The catalyst is O1CCCC1.C(OCC)(=O)C. The product is [Br:34][C:35]1[CH:40]=[CH:39][C:38]([O:14][CH2:13][CH2:12][CH:10]2[CH2:9][CH:8]([O:7][CH:2]3[CH2:3][CH2:4][CH2:5][CH2:6][O:1]3)[CH2:11]2)=[CH:37][CH:36]=1. The yield is 0.324. (4) The catalyst is CN(C=O)C. The reactants are [C:1]([O:5][C:6](=[O:21])[CH2:7][CH2:8][NH:9][CH2:10][C:11]([O:13][CH2:14][C:15]1[CH:20]=[CH:19][CH:18]=[CH:17][CH:16]=1)=[O:12])([CH3:4])([CH3:3])[CH3:2].O=C1CCC(=O)N1[O:29][C:30](=O)[CH2:31][CH2:32][CH2:33][CH2:34][CH2:35][CH2:36][CH2:37][CH2:38][CH2:39][CH2:40][CH2:41][CH2:42][CH2:43][CH2:44][CH2:45][CH2:46][C:47]([O:49][C:50]([CH3:53])([CH3:52])[CH3:51])=[O:48].C1C=NC2N(O)N=NC=2C=1.CCN(C(C)C)C(C)C. The product is [C:50]([O:49][C:47](=[O:48])[CH2:46][CH2:45][CH2:44][CH2:43][CH2:42][CH2:41][CH2:40][CH2:39][CH2:38][CH2:37][CH2:36][CH2:35][CH2:34][CH2:33][CH2:32][CH2:31][C:30](=[O:29])[N:9]([CH2:10][C:11]([O:13][CH2:14][C:15]1[CH:16]=[CH:17][CH:18]=[CH:19][CH:20]=1)=[O:12])[CH2:8][CH2:7][C:6]([O:5][C:1]([CH3:4])([CH3:2])[CH3:3])=[O:21])([CH3:53])([CH3:51])[CH3:52]. The yield is 0.850.